Task: Predict the reactants needed to synthesize the given product.. Dataset: Full USPTO retrosynthesis dataset with 1.9M reactions from patents (1976-2016) (1) Given the product [C:1]([O:5][C:6]([N:7]([CH2:8][O:9][CH2:10][CH2:11][Si:12]([CH3:15])([CH3:14])[CH3:13])[C:16]1[S:17][C:18]([C:41]([O:43][CH2:44][CH3:45])=[O:42])=[CH:19][C@:20]([C:23]2[CH:28]=[CH:27][CH:26]=[C:25]([F:29])[C:24]=2[F:30])([CH3:22])[N:21]=1)=[O:31])([CH3:2])([CH3:3])[CH3:4], predict the reactants needed to synthesize it. The reactants are: [C:1]([O:5][C:6](=[O:31])[N:7]([C:16]1[S:17][CH:18]=[CH:19][C@:20]([C:23]2[CH:28]=[CH:27][CH:26]=[C:25]([F:29])[C:24]=2[F:30])([CH3:22])[N:21]=1)[CH2:8][O:9][CH2:10][CH2:11][Si:12]([CH3:15])([CH3:14])[CH3:13])([CH3:4])([CH3:3])[CH3:2].C([N-]C(C)C)(C)C.[Li+].Cl[C:41]([O:43][CH2:44][CH3:45])=[O:42]. (2) Given the product [C:1]([C:22]1[CH:23]=[CH:24][C:25]([C:28]2[N:32]([C:33]3[CH:34]=[N:35][CH:36]=[CH:37][CH:38]=3)[N:31]=[C:30]([C:39]([N:41]3[CH2:42][CH2:43][C:44]([F:48])([F:47])[CH2:45][CH2:46]3)=[O:40])[CH:29]=2)=[N:26][CH:27]=1)#[N:2], predict the reactants needed to synthesize it. The reactants are: [C:1]([Sn](CCCC)(CCCC)CCCC)#[N:2].FC(F)(F)S(O[C:22]1[CH:23]=[CH:24][C:25]([C:28]2[N:32]([C:33]3[CH:34]=[N:35][CH:36]=[CH:37][CH:38]=3)[N:31]=[C:30]([C:39]([N:41]3[CH2:46][CH2:45][C:44]([F:48])([F:47])[CH2:43][CH2:42]3)=[O:40])[CH:29]=2)=[N:26][CH:27]=1)(=O)=O.C(=O)([O-])O.[Na+]. (3) The reactants are: [C:1]([O:5][C:6]([N:8]1[CH2:13][CH2:12][CH2:11][C@H:10]2[CH2:14][N:15]([C:17]3[C:26]([O:27][CH3:28])=[C:25]4[C:20]([C:21](=[O:35])[C:22]([C:32](O)=[O:33])=[CH:23][N:24]4[CH:29]4[CH2:31][CH2:30]4)=[CH:19][C:18]=3[F:36])[CH2:16][C@@H:9]12)=[O:7])([CH3:4])([CH3:3])[CH3:2].S(C1C=CC(C)=CC=1)([O-])(=O)=O.FC1C=CC=C[N+]=1C.C(N(CC)CC)C.[C:63]([NH:67][CH:68]([P:77](=[O:84])([O:81][CH2:82][CH3:83])[O:78][CH2:79][CH3:80])[P:69](=[O:76])([O:73][CH2:74][CH3:75])[O:70][CH2:71][CH3:72])(=[O:66])[CH2:64][SH:65]. Given the product [C:1]([O:5][C:6]([N:8]1[CH2:13][CH2:12][CH2:11][C@H:10]2[CH2:14][N:15]([C:17]3[C:26]([O:27][CH3:28])=[C:25]4[C:20]([C:21](=[O:35])[C:22]([C:32](=[O:33])[S:65][CH2:64][C:63](=[O:66])[NH:67][CH:68]([P:69]([O:73][CH2:74][CH3:75])([O:70][CH2:71][CH3:72])=[O:76])[P:77]([O:78][CH2:79][CH3:80])([O:81][CH2:82][CH3:83])=[O:84])=[CH:23][N:24]4[CH:29]4[CH2:31][CH2:30]4)=[CH:19][C:18]=3[F:36])[CH2:16][C@@H:9]12)=[O:7])([CH3:4])([CH3:2])[CH3:3], predict the reactants needed to synthesize it. (4) The reactants are: [C:1]([O:5][C:6](=[O:19])[N:7]([C@H:9]1[CH2:14][CH2:13][C@H:12]([CH:15]=[C:16](Br)Br)[CH2:11][CH2:10]1)[CH3:8])([CH3:4])([CH3:3])[CH3:2].[Li]CCCC.[CH2:25]=[O:26]. Given the product [C:1]([O:5][C:6](=[O:19])[N:7]([C@H:9]1[CH2:14][CH2:13][C@H:12]([C:15]#[C:16][CH2:25][OH:26])[CH2:11][CH2:10]1)[CH3:8])([CH3:4])([CH3:3])[CH3:2], predict the reactants needed to synthesize it. (5) Given the product [F:14][C:15]1[CH:22]=[CH:21][CH:20]=[C:19]([O:23][CH3:24])[C:16]=1[CH:17]1[N:11]([CH2:10][C:7]2[CH:6]=[CH:5][C:4]([O:3][C:2]([F:12])([F:13])[F:1])=[CH:9][CH:8]=2)[C:30](=[O:31])[CH:28]([OH:29])[CH2:27]1, predict the reactants needed to synthesize it. The reactants are: [F:1][C:2]([F:13])([F:12])[O:3][C:4]1[CH:9]=[CH:8][C:7]([CH2:10][NH2:11])=[CH:6][CH:5]=1.[F:14][C:15]1[CH:22]=[CH:21][CH:20]=[C:19]([O:23][CH3:24])[C:16]=1[CH:17]=O.[Na].C(OCC)(=O)[CH2:27][C:28]([C:30](OCC)=[O:31])=[O:29]. (6) Given the product [C:1]([O:5][C:6](=[O:35])[NH:7][C:8]1[CH:9]=[CH:10][C:11]([O:14][C:15]2[CH:20]=[CH:19][C:18]([NH:21][C:22](=[O:31])[C:23]3[CH:28]=[C:27]([Cl:29])[CH:26]=[C:25]([Cl:30])[CH:24]=3)=[CH:17][C:16]=2[NH2:32])=[CH:12][CH:13]=1)([CH3:4])([CH3:2])[CH3:3], predict the reactants needed to synthesize it. The reactants are: [C:1]([O:5][C:6](=[O:35])[NH:7][C:8]1[CH:13]=[CH:12][C:11]([O:14][C:15]2[CH:20]=[CH:19][C:18]([NH:21][C:22](=[O:31])[C:23]3[CH:28]=[C:27]([Cl:29])[CH:26]=[C:25]([Cl:30])[CH:24]=3)=[CH:17][C:16]=2[N+:32]([O-])=O)=[CH:10][CH:9]=1)([CH3:4])([CH3:3])[CH3:2].[NH4+].[Cl-]. (7) Given the product [CH:13]1[C:22]2[C:17](=[CH:18][CH:19]=[CH:20][CH:21]=2)[CH:16]=[CH:15][C:14]=1[C:23]1[CH:30]=[CH:29][CH:28]=[CH:27][C:24]=1[CH2:8][CH:2]([CH3:1])[C:3]([OH:5])=[O:4], predict the reactants needed to synthesize it. The reactants are: [CH3:1][CH:2]([C:8](OCC)=O)[C:3]([O:5]CC)=[O:4].[CH:13]1[C:22]2[C:17](=[CH:18][CH:19]=[CH:20][CH:21]=2)[CH:16]=[CH:15][C:14]=1[C:23]1[CH:30]=[CH:29][CH:28]=[CH:27][C:24]=1CBr.[OH-].[K+].